This data is from NCI-60 drug combinations with 297,098 pairs across 59 cell lines. The task is: Regression. Given two drug SMILES strings and cell line genomic features, predict the synergy score measuring deviation from expected non-interaction effect. (1) Drug 1: CC1=C(C=C(C=C1)C(=O)NC2=CC(=CC(=C2)C(F)(F)F)N3C=C(N=C3)C)NC4=NC=CC(=N4)C5=CN=CC=C5. Drug 2: C1=CN(C=N1)CC(O)(P(=O)(O)O)P(=O)(O)O. Cell line: OVCAR3. Synergy scores: CSS=-4.10, Synergy_ZIP=-1.70, Synergy_Bliss=-8.74, Synergy_Loewe=-7.79, Synergy_HSA=-9.16. (2) Drug 1: CC12CCC3C(C1CCC2O)C(CC4=C3C=CC(=C4)O)CCCCCCCCCS(=O)CCCC(C(F)(F)F)(F)F. Drug 2: CNC(=O)C1=NC=CC(=C1)OC2=CC=C(C=C2)NC(=O)NC3=CC(=C(C=C3)Cl)C(F)(F)F. Cell line: UACC-257. Synergy scores: CSS=1.06, Synergy_ZIP=0.256, Synergy_Bliss=0.299, Synergy_Loewe=0.380, Synergy_HSA=-0.167.